From a dataset of NCI-60 drug combinations with 297,098 pairs across 59 cell lines. Regression. Given two drug SMILES strings and cell line genomic features, predict the synergy score measuring deviation from expected non-interaction effect. Drug 1: C1CCN(CC1)CCOC2=CC=C(C=C2)C(=O)C3=C(SC4=C3C=CC(=C4)O)C5=CC=C(C=C5)O. Drug 2: CNC(=O)C1=CC=CC=C1SC2=CC3=C(C=C2)C(=NN3)C=CC4=CC=CC=N4. Cell line: OVCAR-4. Synergy scores: CSS=7.27, Synergy_ZIP=-0.900, Synergy_Bliss=2.62, Synergy_Loewe=0.699, Synergy_HSA=2.11.